This data is from Full USPTO retrosynthesis dataset with 1.9M reactions from patents (1976-2016). The task is: Predict the reactants needed to synthesize the given product. (1) Given the product [Cl:1][C:2]1[CH:3]=[CH:4][C:5]([N:8]2[C:12]([C:18]3[CH:19]=[CH:20][C:15]([F:14])=[CH:16][CH:17]=3)=[CH:11][N:10]=[C:9]2[CH3:13])=[CH:6][CH:7]=1, predict the reactants needed to synthesize it. The reactants are: [Cl:1][C:2]1[CH:7]=[CH:6][C:5]([N:8]2[CH:12]=[CH:11][N:10]=[C:9]2[CH3:13])=[CH:4][CH:3]=1.[F:14][C:15]1[CH:20]=[CH:19][C:18](I)=[CH:17][CH:16]=1.CC1C=CC=CC=1P(C1C=CC=CC=1C)C1C=CC=CC=1C.[F-].[Cs+]. (2) Given the product [Cl:29][C:24]1[CH:25]=[N:26][CH:27]=[CH:28][C:23]=1[CH:14]([C:15]1[CH:20]=[C:19]([F:21])[CH:18]=[CH:17][C:16]=1[F:22])[S:11]([C:8]1[CH:9]=[CH:10][C:5]([F:30])=[N:6][CH:7]=1)(=[O:13])=[O:12], predict the reactants needed to synthesize it. The reactants are: C(#N)C.Cl[C:5]1[CH:10]=[CH:9][C:8]([S:11]([CH:14]([C:23]2[CH:28]=[CH:27][N:26]=[CH:25][C:24]=2[Cl:29])[C:15]2[CH:20]=[C:19]([F:21])[CH:18]=[CH:17][C:16]=2[F:22])(=[O:13])=[O:12])=[CH:7][N:6]=1.[F-:30].[K+].